From a dataset of Forward reaction prediction with 1.9M reactions from USPTO patents (1976-2016). Predict the product of the given reaction. (1) Given the reactants Br[C:2]1[C:10]2[O:9][CH2:8][C@@H:7]([N:11]([C:26](=[O:31])[C:27]([F:30])([F:29])[F:28])[C:12]3[CH:25]=[CH:24][C:15]4[C@H:16]([CH2:19][C:20]([O:22][CH3:23])=[O:21])[CH2:17][O:18][C:14]=4[CH:13]=3)[C:6]=2[CH:5]=[CH:4][CH:3]=1.[CH3:32][C:33]1[N:38]=[CH:37][C:36]([NH2:39])=[CH:35][CH:34]=1.C1(P(C2C=CC=CC=2)C2C3OC4C(=CC=CC=4P(C4C=CC=CC=4)C4C=CC=CC=4)C(C)(C)C=3C=CC=2)C=CC=CC=1.C(=O)([O-])[O-].[Cs+].[Cs+], predict the reaction product. The product is: [CH3:32][C:33]1[N:38]=[CH:37][C:36]([NH:39][C:2]2[C:10]3[O:9][CH2:8][C@@H:7]([N:11]([C:26](=[O:31])[C:27]([F:30])([F:29])[F:28])[C:12]4[CH:25]=[CH:24][C:15]5[C@H:16]([CH2:19][C:20]([O:22][CH3:23])=[O:21])[CH2:17][O:18][C:14]=5[CH:13]=4)[C:6]=3[CH:5]=[CH:4][CH:3]=2)=[CH:35][CH:34]=1. (2) Given the reactants Br[C:2]1[CH:3]=[C:4]2[C:10]([C:11]3[CH:12]=[CH:13][CH:14]=[C:15]4[C:19]=3[NH:18][CH:17]=[CH:16]4)=[CH:9][N:8]([S:20]([C:23]3[CH:28]=[CH:27][C:26]([CH3:29])=[CH:25][CH:24]=3)(=[O:22])=[O:21])[C:5]2=[N:6][CH:7]=1.[CH3:30][O:31][C:32](=[O:56])[C:33]1[CH:38]=[C:37](B2OC(C)(C)C(C)(C)O2)[CH:36]=[CH:35][C:34]=1[NH:48][C:49]([O:51][C:52]([CH3:55])([CH3:54])[CH3:53])=[O:50].C(=O)([O-])[O-].[Na+].[Na+].[Cl-].[Na+].Cl, predict the reaction product. The product is: [CH3:30][O:31][C:32](=[O:56])[C:33]1[CH:38]=[C:37]([C:2]2[CH:3]=[C:4]3[C:10]([C:11]4[CH:12]=[CH:13][CH:14]=[C:15]5[C:19]=4[NH:18][CH:17]=[CH:16]5)=[CH:9][N:8]([S:20]([C:23]4[CH:28]=[CH:27][C:26]([CH3:29])=[CH:25][CH:24]=4)(=[O:22])=[O:21])[C:5]3=[N:6][CH:7]=2)[CH:36]=[CH:35][C:34]=1[NH:48][C:49]([O:51][C:52]([CH3:54])([CH3:53])[CH3:55])=[O:50].